From a dataset of Catalyst prediction with 721,799 reactions and 888 catalyst types from USPTO. Predict which catalyst facilitates the given reaction. (1) Reactant: [C:1]([O:5][C:6]([N:8]1[CH2:12][C:11](=[O:13])[CH2:10][CH:9]1[CH2:14][CH2:15][NH:16][C:17]([O:19][CH2:20][C:21]1[CH:26]=[CH:25][CH:24]=[CH:23][CH:22]=1)=[O:18])=[O:7])([CH3:4])([CH3:3])[CH3:2].C[Si]([N-][Si](C)(C)C)(C)C.[Na+].C1COCC1.[CH3:42][C:43]([Si:46](Cl)([CH3:48])[CH3:47])([CH3:45])[CH3:44]. Product: [C:1]([O:5][C:6]([N:8]1[CH2:12][C:11]([O:13][Si:46]([C:43]([CH3:45])([CH3:44])[CH3:42])([CH3:48])[CH3:47])=[CH:10][CH:9]1[CH2:14][CH2:15][NH:16][C:17]([O:19][CH2:20][C:21]1[CH:22]=[CH:23][CH:24]=[CH:25][CH:26]=1)=[O:18])=[O:7])([CH3:4])([CH3:2])[CH3:3]. The catalyst class is: 1. (2) Reactant: [Cl:1][C:2]1[CH:7]=[CH:6][CH:5]=[C:4]([Cl:8])[C:3]=1[C:9]([NH:11][C@H:12]([C:35]([O:37]C)=[O:36])[CH2:13][C:14]1[CH:19]=[CH:18][C:17]([O:20][CH2:21][CH2:22][C:23]2[CH:28]=[CH:27][CH:26]=[C:25]([NH:29][CH2:30][CH2:31][N:32]([CH3:34])[CH3:33])[N:24]=2)=[CH:16][CH:15]=1)=[O:10].[Li+].[OH-]. The catalyst class is: 287. Product: [Cl:1][C:2]1[CH:7]=[CH:6][CH:5]=[C:4]([Cl:8])[C:3]=1[C:9]([NH:11][C@H:12]([C:35]([OH:37])=[O:36])[CH2:13][C:14]1[CH:15]=[CH:16][C:17]([O:20][CH2:21][CH2:22][C:23]2[CH:28]=[CH:27][CH:26]=[C:25]([NH:29][CH2:30][CH2:31][N:32]([CH3:33])[CH3:34])[N:24]=2)=[CH:18][CH:19]=1)=[O:10]. (3) Reactant: [C:1]([NH:4][S:5]([C:8]1[CH:13]=[CH:12][CH:11]=[C:10]([C:14]2[CH:23]=[CH:22][C:21]3[CH2:20][CH2:19][CH2:18][C:17](=O)[C:16]=3[CH:15]=2)[N:9]=1)(=[O:7])=[O:6])(=[O:3])[CH3:2].[S:25]1[C:29]2[CH:30]=[CH:31][CH:32]=[CH:33][C:28]=2[N:27]=[C:26]1[NH:34][NH2:35]. Product: [C:1]([NH:4][S:5]([C:8]1[CH:13]=[CH:12][CH:11]=[C:10]([C:14]2[CH:23]=[CH:22][C:21]3[CH2:20][CH2:19][CH2:18][C:17](=[N:35][NH:34][C:26]4[S:25][C:29]5[CH:30]=[CH:31][CH:32]=[CH:33][C:28]=5[N:27]=4)[C:16]=3[CH:15]=2)[N:9]=1)(=[O:7])=[O:6])(=[O:3])[CH3:2]. The catalyst class is: 14. (4) Reactant: [Br:1][C:2]1[CH:3]=[CH:4][C:5]([NH:8][NH2:9])=[N:6][CH:7]=1.[C:10]([Cl:15])(=O)[CH:11]([CH3:13])[CH3:12]. Product: [ClH:15].[Br:1][C:2]1[CH:3]=[CH:4][C:5]2[N:6]([C:10]([CH:11]([CH3:13])[CH3:12])=[N:9][N:8]=2)[CH:7]=1. The catalyst class is: 81. (5) Reactant: Br[CH:2]([C:4]1[CH:9]=[CH:8][CH:7]=[CH:6][CH:5]=1)[CH3:3].[OH:10][C:11]1[CH:12]=[C:13]([CH:16]=[CH:17][C:18]=1[O:19][CH2:20][CH2:21][C:22]1[CH:27]=[CH:26][CH:25]=[CH:24][CH:23]=1)[CH:14]=[O:15].C(=O)([O-])[O-].[Cs+].[Cs+]. Product: [C:4]1([CH:2]([O:10][C:11]2[CH:12]=[C:13]([CH:16]=[CH:17][C:18]=2[O:19][CH2:20][CH2:21][C:22]2[CH:27]=[CH:26][CH:25]=[CH:24][CH:23]=2)[CH:14]=[O:15])[CH3:3])[CH:9]=[CH:8][CH:7]=[CH:6][CH:5]=1. The catalyst class is: 42. (6) Reactant: [N:1]1([C:7]2[O:11][C:10]([NH2:12])=[N:9][N:8]=2)[CH2:6][CH2:5][O:4][CH2:3][CH2:2]1.N1C=CC=CC=1.Cl[C:20]([O:22][CH2:23][C:24]([Cl:27])([Cl:26])[Cl:25])=[O:21].O. Product: [N:1]1([C:7]2[O:11][C:10]([NH:12][C:20](=[O:21])[O:22][CH2:23][C:24]([Cl:27])([Cl:26])[Cl:25])=[N:9][N:8]=2)[CH2:6][CH2:5][O:4][CH2:3][CH2:2]1. The catalyst class is: 7. (7) Reactant: [CH3:1][N:2]1[CH2:5][CH:4]([N:6]2[C:15]3[C:10](=[CH:11][C:12]([C:16]4[CH:17]=[N:18][C:19]([NH:31][C:32]([NH:34][CH2:35][CH2:36][CH3:37])=[O:33])=[CH:20][C:21]=4[C:22]4[S:23][CH:24]=[C:25]([C:27]([F:30])([F:29])[F:28])[N:26]=4)=[CH:13][CH:14]=3)[C:9](=[O:38])[C:8]([C:39]([O:41]CC)=[O:40])=[CH:7]2)[CH2:3]1.[OH-].[Li+]. Product: [CH3:5][N:2]([CH3:1])[CH2:3][CH2:4][N:6]1[C:15]2[C:10](=[CH:11][C:12]([C:16]3[CH:17]=[N:18][C:19]([NH:31][C:32]([NH:34][CH2:35][CH2:36][CH3:37])=[O:33])=[CH:20][C:21]=3[C:22]3[S:23][CH:24]=[C:25]([C:27]([F:30])([F:28])[F:29])[N:26]=3)=[CH:13][CH:14]=2)[C:9](=[O:38])[C:8]([C:39]([OH:41])=[O:40])=[CH:7]1. The catalyst class is: 7.